From a dataset of Forward reaction prediction with 1.9M reactions from USPTO patents (1976-2016). Predict the product of the given reaction. (1) Given the reactants Br[C:2]1[CH:3]=[C:4]([C:24]([F:27])([F:26])[F:25])[N:5]2[CH2:22][CH2:21][N:20]([CH3:23])[C:7]3([CH2:12][CH2:11][N:10]([C:13]([O:15][C:16]([CH3:19])([CH3:18])[CH3:17])=[O:14])[CH2:9][CH2:8]3)[C:6]=12.[C:28]([Zn]C#N)#[N:29], predict the reaction product. The product is: [C:28]([C:2]1[CH:3]=[C:4]([C:24]([F:26])([F:25])[F:27])[N:5]2[CH2:22][CH2:21][N:20]([CH3:23])[C:7]3([CH2:8][CH2:9][N:10]([C:13]([O:15][C:16]([CH3:19])([CH3:18])[CH3:17])=[O:14])[CH2:11][CH2:12]3)[C:6]=12)#[N:29]. (2) Given the reactants [C:1]([O:5][C:6]([N:8]1[CH2:15][C@H:14]([OH:16])[CH2:13][C@@H:9]1[C:10]([OH:12])=O)=[O:7])([CH3:4])([CH3:3])[CH3:2].[CH2:17]([NH2:24])[C:18]1[CH:23]=[CH:22][CH:21]=[CH:20][CH:19]=1.ON1C2C=CC=CC=2N=N1.Cl.CN(C)CCCN=C=NCC.C(O)(=O)CC(CC(O)=O)(C(O)=O)O, predict the reaction product. The product is: [CH2:17]([NH:24][C:10]([C@H:9]1[CH2:13][C@@H:14]([OH:16])[CH2:15][N:8]1[C:6]([O:5][C:1]([CH3:2])([CH3:3])[CH3:4])=[O:7])=[O:12])[C:18]1[CH:23]=[CH:22][CH:21]=[CH:20][CH:19]=1.